Task: Predict the reactants needed to synthesize the given product.. Dataset: Full USPTO retrosynthesis dataset with 1.9M reactions from patents (1976-2016) (1) Given the product [F:27][C:28]([F:45])([F:46])[C:29]1[CH:30]=[C:31]([C:39]([CH3:43])([CH3:44])[C:40]([NH:17][C:9]2[CH:10]=[C:11]([N+:14]([O-:16])=[O:15])[CH:12]=[CH:13][C:8]=2[C:3]2[CH:4]=[CH:5][CH:6]=[CH:7][C:2]=2[CH3:1])=[O:41])[CH:32]=[C:33]([C:35]([F:36])([F:37])[F:38])[CH:34]=1, predict the reactants needed to synthesize it. The reactants are: [CH3:1][C:2]1[CH:7]=[CH:6][CH:5]=[CH:4][C:3]=1[C:8]1[CH:13]=[CH:12][C:11]([N+:14]([O-:16])=[O:15])=[CH:10][C:9]=1[NH2:17].C(N(C(C)C)C(C)C)C.[F:27][C:28]([F:46])([F:45])[C:29]1[CH:30]=[C:31]([C:39]([CH3:44])([CH3:43])[C:40](Cl)=[O:41])[CH:32]=[C:33]([C:35]([F:38])([F:37])[F:36])[CH:34]=1. (2) Given the product [CH2:16]1[C:24]2[C:19](=[CH:20][CH:21]=[CH:22][CH:23]=2)[CH2:18][N:17]1[S:2]([C:5]1[CH:6]=[C:7]([CH:11]=[CH:12][C:13]=1[NH:14][CH3:15])[C:8]([OH:10])=[O:9])(=[O:4])=[O:3], predict the reactants needed to synthesize it. The reactants are: Cl[S:2]([C:5]1[CH:6]=[C:7]([CH:11]=[CH:12][C:13]=1[NH:14][CH3:15])[C:8]([OH:10])=[O:9])(=[O:4])=[O:3].[CH2:16]1[C:24]2[C:19](=[CH:20][CH:21]=[CH:22][CH:23]=2)[CH2:18][NH:17]1. (3) Given the product [C:1]([C:5]1[N:6]=[C:7]([C:10]2[CH:11]=[C:12]([CH:13]=[CH:14][CH:15]=2)[O:16][C:17]2[CH:22]=[CH:21][C:20]([NH2:23])=[CH:19][C:18]=2[Cl:26])[O:8][CH:9]=1)([CH3:4])([CH3:2])[CH3:3], predict the reactants needed to synthesize it. The reactants are: [C:1]([C:5]1[N:6]=[C:7]([C:10]2[CH:15]=[CH:14][CH:13]=[C:12]([O:16][C:17]3[CH:22]=[CH:21][C:20]([N+:23]([O-])=O)=[CH:19][C:18]=3[Cl:26])[CH:11]=2)[O:8][CH:9]=1)([CH3:4])([CH3:3])[CH3:2].C(OCC)(=O)C.